Dataset: Forward reaction prediction with 1.9M reactions from USPTO patents (1976-2016). Task: Predict the product of the given reaction. (1) Given the reactants [Cl:1][C:2]1[CH:3]=[C:4]([C:29]2[CH:34]=[CH:33][C:32]([F:35])=[C:31]([O:36]C)[CH:30]=2)[CH:5]=[CH:6][C:7]=1[CH:8]([CH3:28])[C:9]([C:15]1[CH:16]=[C:17]([F:27])[C:18]2[O:23][CH2:22][C:21](=[O:24])[N:20]([CH3:25])[C:19]=2[CH:26]=1)([OH:14])[C:10]([F:13])([F:12])[F:11].B(Br)(Br)Br, predict the reaction product. The product is: [Cl:1][C:2]1[CH:3]=[C:4]([C:29]2[CH:34]=[CH:33][C:32]([F:35])=[C:31]([OH:36])[CH:30]=2)[CH:5]=[CH:6][C:7]=1[CH:8]([CH3:28])[C:9]([C:15]1[CH:16]=[C:17]([F:27])[C:18]2[O:23][CH2:22][C:21](=[O:24])[N:20]([CH3:25])[C:19]=2[CH:26]=1)([OH:14])[C:10]([F:13])([F:11])[F:12]. (2) Given the reactants [C:1](=[NH:14])([C:8]1[CH:13]=[CH:12][CH:11]=[CH:10][CH:9]=1)[C:2]1[CH:7]=[CH:6][CH:5]=[CH:4][CH:3]=1.Cl.[CH2:16]([O:23][C:24](=[O:27])[CH2:25]N)[C:17]1[CH:22]=[CH:21][CH:20]=[CH:19][CH:18]=1, predict the reaction product. The product is: [CH2:16]([O:23][C:24](=[O:27])[CH2:25][N:14]=[C:1]([C:8]1[CH:9]=[CH:10][CH:11]=[CH:12][CH:13]=1)[C:2]1[CH:7]=[CH:6][CH:5]=[CH:4][CH:3]=1)[C:17]1[CH:22]=[CH:21][CH:20]=[CH:19][CH:18]=1. (3) Given the reactants [CH3:1]C(C)([O-])C.[K+].CN(C)[CH2:9][CH2:10][S:11]([NH:14][C:15]1[CH:20]=[CH:19][C:18]([N+:21]([O-:23])=[O:22])=[CH:17][CH:16]=1)(=[O:13])=[O:12].CI.O, predict the reaction product. The product is: [N+:21]([C:18]1[CH:19]=[CH:20][C:15]([N:14]([CH3:1])[S:11]([CH:10]=[CH2:9])(=[O:13])=[O:12])=[CH:16][CH:17]=1)([O-:23])=[O:22]. (4) Given the reactants [CH3:1][C:2]([CH3:35])([O:4][C:5]([NH:7][CH2:8][C:9]1[CH:10]=[CH:11][C:12]2[N:17]=[C:16]([NH:18][C@H:19]([C:29](O)=[O:30])[CH2:20]C3C=CC(OC)=CC=3)[O:15][C:14](=[O:32])[C:13]=2[C:33]=1[CH3:34])=[O:6])[CH3:3].[N:36]1(C(N)=O)[CH2:41]COC[CH2:37]1, predict the reaction product. The product is: [CH3:37][N:36]([CH3:41])[C:29](=[O:30])[C@H:19]([CH3:20])[NH:18][C:16]1[O:15][C:14](=[O:32])[C:13]2[C:33]([CH3:34])=[C:9]([CH2:8][NH:7][C:5]([O:4][C:2]([CH3:3])([CH3:1])[CH3:35])=[O:6])[CH:10]=[CH:11][C:12]=2[N:17]=1. (5) Given the reactants [Cl-].[NH4+].[Br:3][C:4]1[CH:5]=[C:6]([O:13][CH3:14])[C:7]([N+:10]([O-])=O)=[N:8][CH:9]=1.[CH2:15]([OH:17])C, predict the reaction product. The product is: [Br:3][C:4]1[CH:5]=[C:6]([O:13][CH3:14])[C:7]([NH:10][CH:15]=[O:17])=[N:8][CH:9]=1. (6) The product is: [Na:19].[CH:10]1[C:9]2[C:14](=[C:15]([OH:17])[C:16]3[C:7]([C:8]=2[OH:18])=[CH:6][CH:5]=[CH:4][CH:3]=3)[CH:13]=[CH:12][CH:11]=1. Given the reactants [OH-].[Na+].[CH:3]1[C:16]2[C:15](=[O:17])[C:14]3[C:9](=[CH:10][CH:11]=[CH:12][CH:13]=3)[C:8](=[O:18])[C:7]=2[CH:6]=[CH:5][CH:4]=1.[Na:19].OC1C2C(C(O)=C3C=1CC=CC3)=CC=CC=2.C1(=O)C2C(=CC3C(C=2)=CC=CC=3)C=CC1=O, predict the reaction product.